Task: Predict the product of the given reaction.. Dataset: Forward reaction prediction with 1.9M reactions from USPTO patents (1976-2016) (1) Given the reactants [F:1][C:2]1[CH:7]=[C:6]([OH:8])[CH:5]=[CH:4][C:3]=1[C:9]1[N:14]=[C:13]2[NH:15][N:16]=[C:17]([CH3:18])[C:12]2=[C:11]([CH2:19][N:20]2[C:25](C)(C)[CH2:24][N:23]([C:28](=[O:32])[CH2:29][O:30][CH3:31])[C:22]([CH3:34])([CH3:33])[CH2:21]2)[CH:10]=1.NC1(C)CCCN(CC2C=C(C3C=CC(O)=CC=3F)N=C3NN=C(C)C=23)C1.COCC(Cl)=O, predict the reaction product. The product is: [F:1][C:2]1[CH:7]=[C:6]([OH:8])[CH:5]=[CH:4][C:3]=1[C:9]1[N:14]=[C:13]2[NH:15][N:16]=[C:17]([CH3:18])[C:12]2=[C:11]([CH2:19][N:20]2[CH2:25][CH2:24][CH2:33][C:22]([NH:23][C:28](=[O:32])[CH2:29][O:30][CH3:31])([CH3:34])[CH2:21]2)[CH:10]=1. (2) Given the reactants [OH:1][N:2]=[C:3]([C:5]1[N:6]=[CH:7][C:8]([O:11][C:12]2[CH:13]=[C:14]([CH:24]=[C:25]([O:27][CH:28]([CH3:30])[CH3:29])[CH:26]=2)[C:15]([NH:17][C:18]2[CH:22]=[CH:21][N:20]([CH3:23])[N:19]=2)=[O:16])=[N:9][CH:10]=1)[NH2:4].O1CCOCC1.C(Cl)(Cl)Cl.[CH2:41]([O:43][C:44](=[O:48])[C:45](Cl)=O)[CH3:42], predict the reaction product. The product is: [CH:28]([O:27][C:25]1[CH:26]=[C:12]([CH:13]=[C:14]([C:15](=[O:16])[NH:17][C:18]2[CH:22]=[CH:21][N:20]([CH3:23])[N:19]=2)[CH:24]=1)[O:11][C:8]1[N:9]=[CH:10][C:5]([C:3]2[N:4]=[C:45]([C:44]([O:43][CH2:41][CH3:42])=[O:48])[O:1][N:2]=2)=[N:6][CH:7]=1)([CH3:30])[CH3:29]. (3) Given the reactants [CH3:1][O:2][C:3](=[O:12])[NH:4][C:5]1[CH:6]=[N:7][CH:8]=[CH:9][C:10]=1[CH3:11].[H][H], predict the reaction product. The product is: [CH3:1][O:2][C:3](=[O:12])[NH:4][C@H:5]1[C@@H:10]([CH3:11])[CH2:9][CH2:8][NH:7][CH2:6]1. (4) Given the reactants [CH3:1][C:2]1[N:3]=[CH:4][N:5]([C:7]2[CH:12]=[C:11]([C:13]([F:16])([F:15])[F:14])[CH:10]=[C:9]([N+:17]([O-:19])=[O:18])[CH:8]=2)[CH:6]=1.[CH3:20][S:21]([OH:24])(=[O:23])=[O:22], predict the reaction product. The product is: [CH3:20][S:21]([OH:24])(=[O:23])=[O:22].[CH3:1][C:2]1[N:3]=[CH:4][N:5]([C:7]2[CH:12]=[C:11]([C:13]([F:15])([F:14])[F:16])[CH:10]=[C:9]([N+:17]([O-:19])=[O:18])[CH:8]=2)[CH:6]=1. (5) Given the reactants Br[C:2]1[C:3]([N:22]2[CH2:25][CH:24]([CH2:26][OH:27])[CH2:23]2)=[N:4][CH:5]=[C:6]([CH:21]=1)[C:7]([NH:9][C:10]1[CH:15]=[CH:14][C:13]([O:16][C:17]([F:20])([F:19])[F:18])=[CH:12][CH:11]=1)=[O:8].[CH3:28][C:29]1[CH:33]=[C:32](B2OC(C)(C)C(C)(C)O2)[N:31](C2CCCCO2)[N:30]=1, predict the reaction product. The product is: [OH:27][CH2:26][CH:24]1[CH2:25][N:22]([C:3]2[C:2]([C:32]3[NH:31][N:30]=[C:29]([CH3:28])[CH:33]=3)=[CH:21][C:6]([C:7]([NH:9][C:10]3[CH:15]=[CH:14][C:13]([O:16][C:17]([F:20])([F:19])[F:18])=[CH:12][CH:11]=3)=[O:8])=[CH:5][N:4]=2)[CH2:23]1. (6) Given the reactants [H-].[Na+].[F:3][C:4]1[C:9]([C:10]2[NH:14][CH:13]=[C:12]([CH2:15][N:16]([CH3:24])[C:17](=[O:23])[O:18][C:19]([CH3:22])([CH3:21])[CH3:20])[C:11]=2[F:25])=[CH:8][CH:7]=[CH:6][N:5]=1.C1OCCOCCOCCOCCOC1.[Br:41][C:42]1[S:46][C:45]([S:47](Cl)(=[O:49])=[O:48])=[CH:44][CH:43]=1, predict the reaction product. The product is: [Br:41][C:42]1[S:46][C:45]([S:47]([N:14]2[C:10]([C:9]3[C:4]([F:3])=[N:5][CH:6]=[CH:7][CH:8]=3)=[C:11]([F:25])[C:12]([CH2:15][N:16]([CH3:24])[C:17](=[O:23])[O:18][C:19]([CH3:21])([CH3:22])[CH3:20])=[CH:13]2)(=[O:49])=[O:48])=[CH:44][CH:43]=1. (7) Given the reactants C(OC(=O)[NH:7][CH2:8][CH2:9][CH2:10][N:11]1[C:20]2[C:15](=[C:16]([F:21])[CH:17]=[CH:18][CH:19]=2)[N:14]([C:22](=[O:45])[NH:23][CH2:24][C:25]2[CH:30]=[CH:29][C:28]([C:31]([N:33]3[CH2:39][CH2:38][CH2:37][CH2:36][C:35]4[CH:40]=[CH:41][CH:42]=[CH:43][C:34]3=4)=[O:32])=[CH:27][C:26]=2[CH3:44])[CH2:13][C:12]1=[O:46])(C)(C)C.Cl.O1CCOCC1, predict the reaction product. The product is: [CH3:44][C:26]1[CH:27]=[C:28]([C:31]([N:33]2[CH2:39][CH2:38][CH2:37][CH2:36][C:35]3[CH:40]=[CH:41][CH:42]=[CH:43][C:34]2=3)=[O:32])[CH:29]=[CH:30][C:25]=1[CH2:24][NH:23][C:22]([N:14]1[C:15]2[C:20](=[CH:19][CH:18]=[CH:17][C:16]=2[F:21])[N:11]([CH2:10][CH2:9][CH2:8][NH2:7])[C:12](=[O:46])[CH2:13]1)=[O:45]. (8) Given the reactants [Cl-].[C:2]([NH:5][C:6]1[CH:7]=[C:8]([CH:13]=[CH:14][CH:15]=1)[C:9]([NH:11][NH3+:12])=[O:10])(=[O:4])[CH3:3].C(N(C(C)C)CC)(C)C.[CH:25]([N:28]=[C:29]=[O:30])([CH3:27])[CH3:26], predict the reaction product. The product is: [C:2]([NH:5][C:6]1[CH:7]=[C:8]([CH:13]=[CH:14][CH:15]=1)[C:9]([NH:11][NH:12][C:29]([NH:28][CH:25]([CH3:27])[CH3:26])=[O:30])=[O:10])(=[O:4])[CH3:3]. (9) Given the reactants [OH-].[Na+].[OH:3][CH:4]([C:25]1[C:34]2[C:29](=[CH:30][CH:31]=[C:32]([O:35][CH3:36])[CH:33]=2)[N:28]=[CH:27][C:26]=1[Cl:37])[CH2:5][CH2:6][CH:7]1[CH2:12][CH2:11][N:10]([CH2:13][CH2:14][S:15][C:16]2[S:17][CH:18]=[CH:19][CH:20]=2)[CH2:9][CH:8]1[C:21]([O:23]C)=[O:22], predict the reaction product. The product is: [OH:3][CH:4]([C:25]1[C:34]2[C:29](=[CH:30][CH:31]=[C:32]([O:35][CH3:36])[CH:33]=2)[N:28]=[CH:27][C:26]=1[Cl:37])[CH2:5][CH2:6][CH:7]1[CH2:12][CH2:11][N:10]([CH2:13][CH2:14][S:15][C:16]2[S:17][CH:18]=[CH:19][CH:20]=2)[CH2:9][CH:8]1[C:21]([OH:23])=[O:22]. (10) Given the reactants [CH:1]1([N:7]2[CH2:12][CH2:11][CH:10]([CH2:13][CH2:14][C:15]3[CH:20]=[CH:19][CH:18]=[CH:17][CH:16]=3)[CH2:9][CH2:8]2)[CH2:6][CH2:5][CH2:4][CH2:3][CH2:2]1.[Cl:21]CCl, predict the reaction product. The product is: [ClH:21].[CH:1]1([N:7]2[CH2:8][CH2:9][CH:10]([CH2:13][CH2:14][C:15]3[CH:20]=[CH:19][CH:18]=[CH:17][CH:16]=3)[CH2:11][CH2:12]2)[CH2:6][CH2:5][CH2:4][CH2:3][CH2:2]1.